This data is from Experimentally validated miRNA-target interactions with 360,000+ pairs, plus equal number of negative samples. The task is: Binary Classification. Given a miRNA mature sequence and a target amino acid sequence, predict their likelihood of interaction. (1) The miRNA is hsa-miR-485-5p with sequence AGAGGCUGGCCGUGAUGAAUUC. The protein sequence of the target gene is MQPTATMATAAATTATVALTTSWDNATSRPTAEPDPILDNYVLLVVVMSLFVGGTLVVLSGVLLLCKRCWEVHQRFNRAMEEAEKTTTTYLDNGTHPIQDPDCRGEDPEGQDTETERFLATSSTGRRVSFNEAALFEQSRKAQDKGRRYTLTEGDFHHLKNARLTHLHLPPLKIATIHECDSGEASAAATPHPATTSKDSLAIFQPPGKTLTGHSVGPSSALPGGPYNSVDFSEISPSTSSDSGEGISLDAGTRGAKAAGPETVPGEMGTGSSGSGTVLQFFTRLRRHASLDGASPYFKV.... Result: 0 (no interaction). (2) The miRNA is hsa-miR-1185-5p with sequence AGAGGAUACCCUUUGUAUGUU. The protein sequence of the target gene is MESALAVPRLPPHDPGTPVLSVVDMHTGGEPLRIVLAGCPEVSGPTLLAKRRYMRQHLDHVRRRLMFEPRGHRDMYGAVLVPSELPDAHLGVLFLHNEGYSSMCGHAVLALGRFALDFGLVPAPPAGTREARVNIHCPCGLVTAFVACEDGRSHGPVRFHSVPAFVLATDLMVDVPGHGKVMVDIAYGGAFYAFVTAEKLGLDICSAKTRDLVDAASAVTEAVKAQFKINHPDSEDLAFLYGTILTDGKDAYTKEPTTNICVFADEQVDRSPTGSGVTARIALQYHKGLLELNQMRAFKS.... Result: 0 (no interaction). (3) The miRNA is hsa-miR-24-3p with sequence UGGCUCAGUUCAGCAGGAACAG. The protein sequence of the target gene is MNGPSSRSSHLSQPVVKSVLVYRNGDPFFAGRRVVIHEKKVSSFDVFLKEVTGGVQAPFGAVRNIYTPRTGHRIRKLDQIESGGNYVAGGPEAFKKLNYLDIGEIKKRPMEAVNTEVKPVIHSRINVSARFRKSLHEPCTIFLIANGDLISPASRLLIPKKALNQWDHVLQMVTEKITLRSGAVHRLYTLEGKLVESGAELENGQFYVAVGRDKFKRLPYSELLFDKSAMRRPYGQKASSLPPMVGSRKSKGSGNYRQSKSTIGSSDNSSPQPLKRKGKKDSNSEKPTKVKQSVKSKTSH.... Result: 0 (no interaction). (4) Result: 1 (interaction). The protein sequence of the target gene is MASHVDLLTELQLLEKVPTLERLRAAQKRRAQQLKKWAQYEQDLLHRKRKHERKRSTGGRRKKVSFEASVALLEASLRNDAEEVRYFLKNKVSPDLCNEDGLTALHQCCIDNFEEIVKLLLSHGANVNAKDNELWTPLHAAATCGHINLVKILVQYGADLLAVNSDGNMPYDLCEDEPTLDVIETCMAYQGITQEKINEMRAAPEQKMISDIHCMIAAGQDLDWIDGQGATLLHIAGANGYLRAAELLLDHGVRVDVKDWDGWEPLHAAAFWGQMPMAELLVSHGASLSARTSMDEMPID.... The miRNA is mmu-miR-466k with sequence UGUGUGUGUACAUGUACAUGUGA. (5) The miRNA is hsa-miR-423-5p with sequence UGAGGGGCAGAGAGCGAGACUUU. The protein sequence of the target gene is MGKRYFCDYCDRSFQDNLHNRKKHLNGLQHLKAKKVWYDMFRDAAAILLDEQNKRPCRKFLLTGQCDFGSNCRFSHMSERDLQELSIQVEEERRAREWLLDAPELPEGHLEDWLEKRAKRLSSAPSSRAEPIRTTVFQYPVGWPPVQELPPSLRAPPPGGWPLQPRVQWG. Result: 1 (interaction). (6) The miRNA is mmu-miR-96-5p with sequence UUUGGCACUAGCACAUUUUUGCU. The protein sequence of the target gene is MGTEGPPPPAASRGRQGCLLVPARTKTTIALLYDEESENAYDIRLKLTKEVLTIQKQDVVCVGGSHQGRNRRTVTLRRQPVGGLGLSIKGGSEHNVPVVISKIFEDQAADQTGMLFVGDAVLQVNGIHVENATHEEVVHLLRNAGDEVTITVEYLREAPAFLKLPLGSPGPSSDHSSGASSPLFDSGLHLNGNSSTTAPSSPSSPIAKDPRYEKRWLDTLSVPLSMARISRYKAGTEKLRWNAFEVLALDGVSSGILRFYTAQDGTDWLRAVSANIRELTLQNMKMANKCCSPSDQVVHM.... Result: 0 (no interaction).